From a dataset of Peptide-MHC class I binding affinity with 185,985 pairs from IEDB/IMGT. Regression. Given a peptide amino acid sequence and an MHC pseudo amino acid sequence, predict their binding affinity value. This is MHC class I binding data. (1) The peptide sequence is TSAVLLLLVV. The MHC is HLA-A02:03 with pseudo-sequence HLA-A02:03. The binding affinity (normalized) is 0.326. (2) The peptide sequence is RVLTARKTV. The MHC is HLA-B57:01 with pseudo-sequence HLA-B57:01. The binding affinity (normalized) is 0.0847. (3) The peptide sequence is KLYLVDYGL. The MHC is HLA-A02:01 with pseudo-sequence HLA-A02:01. The binding affinity (normalized) is 0.760.